This data is from Forward reaction prediction with 1.9M reactions from USPTO patents (1976-2016). The task is: Predict the product of the given reaction. (1) Given the reactants [NH2:1][C:2]1[N:7]=[C:6]([O:8]C)[N:5]([CH2:10][CH2:11][CH2:12][CH2:13][C:14]([O:16][CH2:17][CH3:18])=[O:15])[C:4](=[O:19])[CH:3]=1.Cl.[CH2:21]([C:23]1[CH:24]=[C:25]([CH:27]=[CH:28][C:29]=1[CH3:30])N)[CH3:22], predict the reaction product. The product is: [CH2:17]([O:16][C:14]([CH2:13][CH2:12][CH2:11][CH2:10][N:5]1[C:4](=[O:19])[CH:3]=[C:2]([NH:1][C:25]2[CH:27]=[CH:28][C:29]([CH3:30])=[C:23]([CH2:21][CH3:22])[CH:24]=2)[NH:7][C:6]1=[O:8])=[O:15])[CH3:18]. (2) Given the reactants [O:1]1[C:5]2[CH:6]=[CH:7][C:8]([C:10](=[N:12]O)[CH3:11])=[CH:9][C:4]=2[O:3][CH2:2]1.[H-].[Al+3].[Li+].[H-].[H-].[H-].C(NC(C)C)(C)C, predict the reaction product. The product is: [O:1]1[C:5]2[CH:6]=[CH:7][C:8]([CH:10]3[CH2:11][NH:12]3)=[CH:9][C:4]=2[O:3][CH2:2]1. (3) Given the reactants [C:1]([O:5][C:6](=[O:15])[CH2:7]/[N:8]=[CH:9]/[CH2:10][C:11]([CH3:14])([CH3:13])[CH3:12])([CH3:4])([CH3:3])[CH3:2].[Cl:16][C:17]1[CH:25]=[C:24]2[C:20](/[C:21](=[CH:27]/[C:28]3[CH:33]=[CH:32][CH:31]=[C:30]([Cl:34])[C:29]=3[F:35])/[C:22](=[O:26])[NH:23]2)=[CH:19][C:18]=1[F:36].C(N(CC)CC)C.C1CCN2C(=NCCC2)CC1, predict the reaction product. The product is: [C:1]([O:5][C:6]([CH:7]1[NH:8][CH:9]([CH2:10][C:11]([CH3:14])([CH3:13])[CH3:12])[C:21]2([C:20]3[C:24](=[CH:25][C:17]([Cl:16])=[C:18]([F:36])[CH:19]=3)[NH:23][C:22]2=[O:26])[CH:27]1[C:28]1[CH:33]=[CH:32][CH:31]=[C:30]([Cl:34])[C:29]=1[F:35])=[O:15])([CH3:4])([CH3:3])[CH3:2]. (4) Given the reactants [CH3:1][C:2]1([CH3:19])[C:6]2[CH:7]=[CH:8][C:9]([N+:11]([O-])=O)=[CH:10][C:5]=2[S:4](=[O:15])(=[O:14])[N:3]1[N+]([O-])=O.Cl, predict the reaction product. The product is: [CH3:1][C:2]1([CH3:19])[C:6]2[CH:7]=[CH:8][C:9]([NH2:11])=[CH:10][C:5]=2[S:4](=[O:15])(=[O:14])[NH:3]1. (5) Given the reactants [CH3:1][N:2]1[C:6]2[CH:7]=[CH:8][CH:9]=[CH:10][C:5]=2[N:4]=[C:3]1[NH:11][C:12]1[CH:17]=[CH:16][C:15]([OH:18])=[CH:14][CH:13]=1.C(=O)([O-])[O-].[Cs+].[Cs+].F[C:26]1[N:33]=[CH:32][CH:31]=[CH:30][C:27]=1[C:28]#[N:29], predict the reaction product. The product is: [CH3:1][N:2]1[C:6]2[CH:7]=[CH:8][CH:9]=[CH:10][C:5]=2[N:4]=[C:3]1[NH:11][C:12]1[CH:17]=[CH:16][C:15]([O:18][C:26]2[N:33]=[CH:32][CH:31]=[CH:30][C:27]=2[C:28]#[N:29])=[CH:14][CH:13]=1. (6) Given the reactants [F:1][C:2]1[CH:3]=[CH:4][C:5]([CH3:36])=[C:6]([CH:35]=1)[O:7][CH2:8][C:9]1[C:10]([C:23]2[CH:28]=[CH:27][C:26]([O:29]COC)=[CH:25][C:24]=2[O:33][CH3:34])=[CH:11][CH:12]=[C:13]2[C:18]=1[N:17]([CH3:19])[C:16](=[O:20])[C:15]([CH3:22])([CH3:21])[NH:14]2.Cl.O1CCOCC1, predict the reaction product. The product is: [F:1][C:2]1[CH:3]=[CH:4][C:5]([CH3:36])=[C:6]([CH:35]=1)[O:7][CH2:8][C:9]1[C:10]([C:23]2[CH:28]=[CH:27][C:26]([OH:29])=[CH:25][C:24]=2[O:33][CH3:34])=[CH:11][CH:12]=[C:13]2[C:18]=1[N:17]([CH3:19])[C:16](=[O:20])[C:15]([CH3:22])([CH3:21])[NH:14]2. (7) Given the reactants [C:9](O[C:9]([O:11][C:12]([CH3:15])([CH3:14])[CH3:13])=[O:10])([O:11][C:12]([CH3:15])([CH3:14])[CH3:13])=[O:10].[NH:16]1[CH2:26][CH2:25][CH:19]([C:20]([O:22][CH2:23][CH3:24])=[O:21])[CH2:18][CH2:17]1, predict the reaction product. The product is: [C:12]([O:11][C:9]([N:16]1[CH2:26][CH2:25][CH:19]([C:20]([O:22][CH2:23][CH3:24])=[O:21])[CH2:18][CH2:17]1)=[O:10])([CH3:13])([CH3:14])[CH3:15]. (8) Given the reactants [Cl:1][C:2]1[CH:7]=[CH:6][CH:5]=[CH:4][C:3]=1[C:8]1[CH:17]=[C:16]([OH:18])[CH:15]=[C:14]2[C:9]=1[CH2:10][CH:11]([CH3:28])[C:12](=[O:27])[N:13]2[C:19]1[C:24]([Cl:25])=[CH:23][CH:22]=[CH:21][C:20]=1[Cl:26].C1C=CC(P(C2C=CC=CC=2)C2C=CC=CC=2)=CC=1.[N:48]1([CH2:54][CH2:55]O)[CH2:53][CH2:52][CH2:51][CH2:50][CH2:49]1, predict the reaction product. The product is: [Cl:1][C:2]1[CH:7]=[CH:6][CH:5]=[CH:4][C:3]=1[C:8]1[CH:17]=[C:16]([O:18][CH2:55][CH2:54][N:48]2[CH2:53][CH2:52][CH2:51][CH2:50][CH2:49]2)[CH:15]=[C:14]2[C:9]=1[CH2:10][CH:11]([CH3:28])[C:12](=[O:27])[N:13]2[C:19]1[C:20]([Cl:26])=[CH:21][CH:22]=[CH:23][C:24]=1[Cl:25].